Dataset: Full USPTO retrosynthesis dataset with 1.9M reactions from patents (1976-2016). Task: Predict the reactants needed to synthesize the given product. (1) Given the product [NH2:1][CH:4]([CH3:14])[CH2:5][NH:6][C:7](=[O:13])[O:8][C:9]([CH3:11])([CH3:10])[CH3:12], predict the reactants needed to synthesize it. The reactants are: [N:1]([CH:4]([CH3:14])[CH2:5][NH:6][C:7](=[O:13])[O:8][C:9]([CH3:12])([CH3:11])[CH3:10])=[N+]=[N-]. (2) Given the product [CH3:1][C:2]1[N:3]=[CH:4][C:5]2[C:10]([CH:11]=1)=[C:9]([N+:12]([O-:14])=[O:13])[CH:8]=[CH:7][CH:6]=2, predict the reactants needed to synthesize it. The reactants are: [CH3:1][C:2]1[N:3]=[CH:4][C:5]2[C:10]([CH:11]=1)=[CH:9][CH:8]=[CH:7][CH:6]=2.[N+:12]([O-])([O-:14])=[O:13].[K+].[OH-].[Na+]. (3) Given the product [CH2:1]([C:8]1[O:9][C:10]2[CH:30]=[CH:29][CH:28]=[CH:27][C:11]=2[C:12]=1[C:13]1[CH:14]=[CH:15][C:16]([C:36]2[CH:37]=[CH:38][C:33]([CH:31]=[O:32])=[CH:34][CH:35]=2)=[CH:17][CH:18]=1)[C:2]1[CH:3]=[CH:4][CH:5]=[CH:6][CH:7]=1, predict the reactants needed to synthesize it. The reactants are: [CH2:1]([C:8]1[O:9][C:10]2[CH:30]=[CH:29][CH:28]=[CH:27][C:11]=2[C:12]=1[C:13]1[CH:18]=[CH:17][C:16](OS(C(F)(F)F)(=O)=O)=[CH:15][CH:14]=1)[C:2]1[CH:7]=[CH:6][CH:5]=[CH:4][CH:3]=1.[CH:31]([C:33]1[CH:38]=[CH:37][C:36](B(O)O)=[CH:35][CH:34]=1)=[O:32].C(=O)([O-])[O-].[Na+].[Na+]. (4) Given the product [CH:24]1[C:25]([N:28]2[C:29](=[O:34])[CH2:30][O:31][CH2:32][CH2:33]2)=[CH:26][CH:27]=[C:22]([N:8]2[C:1](=[O:38])[O:21][C@@H:10]([CH2:11][NH:12][C:13]([C:15]3[S:16][C:17]([Cl:20])=[CH:18][CH:19]=3)=[O:14])[CH2:9]2)[CH:23]=1, predict the reactants needed to synthesize it. The reactants are: [CH2:1]([N:8]([C:22]1[CH:27]=[CH:26][C:25]([N:28]2[CH2:33][CH2:32][O:31][CH2:30][C:29]2=[O:34])=[CH:24][CH:23]=1)[CH2:9][C@@H:10]([OH:21])[CH2:11][NH:12][C:13]([C:15]1[S:16][C:17]([Cl:20])=[CH:18][CH:19]=1)=[O:14])C1C=CC=CC=1.ClC(Cl)([O:38]C(=O)OC(Cl)(Cl)Cl)Cl.